Dataset: Full USPTO retrosynthesis dataset with 1.9M reactions from patents (1976-2016). Task: Predict the reactants needed to synthesize the given product. (1) Given the product [N:24]1([CH2:2][CH2:3][CH2:4][O:5][C:6]2[CH:11]=[CH:10][C:9]([NH:12][CH:13]=[C:14]3[C:22]4[C:17](=[CH:18][CH:19]=[CH:20][CH:21]=4)[NH:16][C:15]3=[O:23])=[CH:8][CH:7]=2)[CH2:29][CH2:28][CH2:27][CH2:26][CH2:25]1, predict the reactants needed to synthesize it. The reactants are: I[CH2:2][CH2:3][CH2:4][O:5][C:6]1[CH:11]=[CH:10][C:9]([NH:12][CH:13]=[C:14]2[C:22]3[C:17](=[CH:18][CH:19]=[CH:20][CH:21]=3)[NH:16][C:15]2=[O:23])=[CH:8][CH:7]=1.[NH:24]1[CH2:29][CH2:28][CH2:27][CH2:26][CH2:25]1. (2) Given the product [CH2:8]([C:10]1[CH:11]=[CH:12][C:13]([CH:16]2[CH2:21][N:20]([C:22]([N:24]3[CH2:25][CH2:26][CH2:27][CH2:28]3)=[O:23])[CH2:19][CH:18]([NH:29][C:39]([NH:38][C:34]3[CH:35]=[CH:36][CH:37]=[C:32]([O:31][CH3:30])[CH:33]=3)=[O:40])[CH2:17]2)=[CH:14][CH:15]=1)[CH3:9], predict the reactants needed to synthesize it. The reactants are: FC(F)(F)C(O)=O.[CH2:8]([C:10]1[CH:15]=[CH:14][C:13]([CH:16]2[CH2:21][N:20]([C:22]([N:24]3[CH2:28][CH2:27][CH2:26][CH2:25]3)=[O:23])[CH2:19][CH:18]([NH2:29])[CH2:17]2)=[CH:12][CH:11]=1)[CH3:9].[CH3:30][O:31][C:32]1[CH:33]=[C:34]([N:38]=[C:39]=[O:40])[CH:35]=[CH:36][CH:37]=1. (3) Given the product [C:35]([C:32]1[CH:33]=[CH:34][C:29]([O:28][C:14]2[C:13]([NH:12][S:8]([C:5]3[CH:6]=[CH:7][C:2]([F:1])=[CH:3][CH:4]=3)(=[O:10])=[O:9])=[CH:18][CH:17]=[C:16]([O:19][C:20]3[CH:25]=[CH:24][C:23]([C:26]#[N:27])=[CH:22][CH:21]=3)[N:15]=2)=[CH:30][CH:31]=1)#[N:36], predict the reactants needed to synthesize it. The reactants are: [F:1][C:2]1[CH:7]=[CH:6][C:5]([S:8](Cl)(=[O:10])=[O:9])=[CH:4][CH:3]=1.[NH2:12][C:13]1[C:14]([O:28][C:29]2[CH:34]=[CH:33][C:32]([C:35]#[N:36])=[CH:31][CH:30]=2)=[N:15][C:16]([O:19][C:20]2[CH:25]=[CH:24][C:23]([C:26]#[N:27])=[CH:22][CH:21]=2)=[CH:17][CH:18]=1.C(N(CC)CC)C.C(N(CC)C(C)C)(C)C. (4) Given the product [Br:1][C:2]1[CH:3]=[CH:4][C:5]([O:24][CH2:25][C@@H:26]([CH3:27])[CH2:29][CH3:30])=[C:6]([C:8]2[CH:13]=[CH:12][CH:11]=[CH:10][C:9]=2[C:14]2[N:19]=[C:18]([C:20]([O:22][CH3:23])=[O:21])[CH:17]=[CH:16][CH:15]=2)[CH:7]=1, predict the reactants needed to synthesize it. The reactants are: [Br:1][C:2]1[CH:3]=[CH:4][C:5]([OH:24])=[C:6]([C:8]2[CH:13]=[CH:12][CH:11]=[CH:10][C:9]=2[C:14]2[N:19]=[C:18]([C:20]([O:22][CH3:23])=[O:21])[CH:17]=[CH:16][CH:15]=2)[CH:7]=1.[CH3:25][C@@H:26]([CH2:29][CH3:30])[CH2:27]O.C1(P(C2C=CC=CC=2)C2C=CC=CC=2)C=CC=CC=1.N(C(OC(C)C)=O)=NC(OC(C)C)=O. (5) Given the product [C:59]([CH2:60][NH:65][C:38](=[O:40])[C@H:33]([CH2:34][CH:35]([CH3:36])[CH3:37])[NH:32][C:10]1[C:11]([C:13]2[CH:18]=[CH:17][C:16]([N:19]3[CH2:24][CH2:23][N:22]([C:25]([O:27][C:28]([CH3:31])([CH3:29])[CH3:30])=[O:26])[CH2:21][CH2:20]3)=[CH:15][CH:14]=2)=[CH:12][N:8]([C:6]([O:5][C:1]([CH3:4])([CH3:3])[CH3:2])=[O:7])[N:9]=1)#[N:58], predict the reactants needed to synthesize it. The reactants are: [C:1]([O:5][C:6]([N:8]1[CH:12]=[C:11]([C:13]2[CH:18]=[CH:17][C:16]([N:19]3[CH2:24][CH2:23][N:22]([C:25]([O:27][C:28]([CH3:31])([CH3:30])[CH3:29])=[O:26])[CH2:21][CH2:20]3)=[CH:15][CH:14]=2)[C:10]([NH:32][C@H:33]([C:38]([OH:40])=O)[CH2:34][CH:35]([CH3:37])[CH3:36])=[N:9]1)=[O:7])([CH3:4])([CH3:3])[CH3:2].C1CN([P+](O[N:58]2N=[N:65][C:60]3C=CC=C[C:59]2=3)(N2CCCC2)N2CCCC2)CC1.F[P-](F)(F)(F)(F)F.Cl.NCC#N.C(N(CC)CC)C.C([O-])(O)=O.[Na+]. (6) The reactants are: [Cl:1][C:2]1[CH:3]=[C:4]2[O:8][C:7]([C:9]3[CH:13]=[CH:12][S:11][CH:10]=3)=[N:6][C:5]2=[C:14]([C:16]([OH:18])=O)[CH:15]=1.Cl.Cl.[NH2:21][CH:22]1[CH2:29][CH:28]2[N:30]([CH3:31])[CH:24]([CH2:25][CH2:26][CH2:27]2)[CH2:23]1.Cl.C(N=C=NCCCN(C)C)C.ON1C2C=CC=CC=2N=N1.C(N(CC)CC)C. Given the product [CH3:31][N:30]1[CH:24]2[CH2:25][CH2:26][CH2:27][CH:28]1[CH2:29][CH:22]([NH:21][C:16]([C:14]1[CH:15]=[C:2]([Cl:1])[CH:3]=[C:4]3[O:8][C:7]([C:9]4[CH:13]=[CH:12][S:11][CH:10]=4)=[N:6][C:5]=13)=[O:18])[CH2:23]2, predict the reactants needed to synthesize it. (7) The reactants are: [H-].[Na+].[C:3]([O:7][C:8]([N:10]1[CH2:15][CH2:14][CH:13]([OH:16])[CH2:12][CH2:11]1)=[O:9])([CH3:6])([CH3:5])[CH3:4].C1COCC1.Cl[C:23]1[N:28]=[CH:27][N:26]=[C:25]2[N:29]([C:32]3[CH:37]=[CH:36][C:35]([S:38]([CH3:41])(=[O:40])=[O:39])=[CH:34][C:33]=3[F:42])[N:30]=[CH:31][C:24]=12. Given the product [C:3]([O:7][C:8]([N:10]1[CH2:15][CH2:14][CH:13]([O:16][C:23]2[N:28]=[CH:27][N:26]=[C:25]3[N:29]([C:32]4[CH:37]=[CH:36][C:35]([S:38]([CH3:41])(=[O:40])=[O:39])=[CH:34][C:33]=4[F:42])[N:30]=[CH:31][C:24]=23)[CH2:12][CH2:11]1)=[O:9])([CH3:6])([CH3:4])[CH3:5], predict the reactants needed to synthesize it.